Dataset: Catalyst prediction with 721,799 reactions and 888 catalyst types from USPTO. Task: Predict which catalyst facilitates the given reaction. (1) Reactant: [C:1]([O:5][C:6]([N:8]1[CH2:17][CH2:16][C:15]2[N:14]([CH2:18][C:19]3[CH:24]=[CH:23][C:22](Br)=[CH:21][CH:20]=3)[N:13]=[C:12]([C:26]3[CH:31]=[CH:30][C:29]([Cl:32])=[CH:28][CH:27]=3)[C:11]=2[CH2:10][CH2:9]1)=[O:7])([CH3:4])([CH3:3])[CH3:2].[C:33](=[O:40])([O:35][C:36]([CH3:39])([CH3:38])[CH3:37])[NH2:34].O.O.O.[O-]C1C=CC=CC=1.[Na+].C(P(C(C)(C)C)C(C)(C)C)(C)(C)C. Product: [C:1]([O:5][C:6]([N:8]1[CH2:17][CH2:16][C:15]2[N:14]([CH2:18][C:19]3[CH:24]=[CH:23][C:22]([NH:34][C:33]([O:35][C:36]([CH3:39])([CH3:38])[CH3:37])=[O:40])=[CH:21][CH:20]=3)[N:13]=[C:12]([C:26]3[CH:31]=[CH:30][C:29]([Cl:32])=[CH:28][CH:27]=3)[C:11]=2[CH2:10][CH2:9]1)=[O:7])([CH3:4])([CH3:3])[CH3:2]. The catalyst class is: 101. (2) The catalyst class is: 16. Product: [Cl:1][C:2]1[N:3]=[CH:4][C:5]2[N:9]([CH:10]3[CH2:15][CH2:14][S:13][CH2:12][CH2:11]3)[C:23](=[O:24])[CH:18]3[CH2:19][O:20][CH2:21][CH2:22][N:17]3[C:6]=2[N:7]=1. Reactant: [Cl:1][C:2]1[N:7]=[C:6](Cl)[C:5]([NH:9][CH:10]2[CH2:15][CH2:14][S:13][CH2:12][CH2:11]2)=[CH:4][N:3]=1.Cl.[NH:17]1[CH2:22][CH2:21][O:20][CH2:19][CH:18]1[C:23](O)=[O:24].C(N(C(C)C)CC)(C)C.O. (3) Reactant: [NH2:1][C:2]1[N:7]=[C:6]([NH:8][C:9](=[O:17])[C:10]2[CH:15]=[CH:14][C:13]([F:16])=[CH:12][CH:11]=2)[CH:5]=[CH:4][CH:3]=1.[C:18]([N:25]1[CH2:30][CH2:29][C:28](=O)[CH2:27][CH2:26]1)([O:20][C:21]([CH3:24])([CH3:23])[CH3:22])=[O:19].[Na]. Product: [C:21]([O:20][C:18]([N:25]1[CH2:30][CH2:29][CH:28]([NH:1][C:2]2[CH:3]=[CH:4][CH:5]=[C:6]([NH:8][C:9](=[O:17])[C:10]3[CH:15]=[CH:14][C:13]([F:16])=[CH:12][CH:11]=3)[N:7]=2)[CH2:27][CH2:26]1)=[O:19])([CH3:24])([CH3:22])[CH3:23]. The catalyst class is: 26.